Dataset: Reaction yield outcomes from USPTO patents with 853,638 reactions. Task: Predict the reaction yield, written as a fraction of the theoretical maximum amount of product (1.0 means a 100% yield; for example, 0.34 means a 34% yield). (1) The reactants are Br[C:2]1[CH:7]=[CH:6][C:5]([S:8]([CH:11]([CH3:13])[CH3:12])(=[O:10])=[O:9])=[C:4]([N+:14]([O-:16])=[O:15])[CH:3]=1.C(N(CC)CC)C.[C:24]([C:26]1[CH:27]=[C:28]([CH:30]=[CH:31][CH:32]=1)[NH2:29])#[CH:25]. The catalyst is O1CCCC1.Cl[Pd](Cl)([P](C1C=CC=CC=1)(C1C=CC=CC=1)C1C=CC=CC=1)[P](C1C=CC=CC=1)(C1C=CC=CC=1)C1C=CC=CC=1.[Cu]I. The product is [CH:11]([S:8]([C:5]1[CH:6]=[CH:7][C:2]([C:25]#[C:24][C:26]2[CH:27]=[C:28]([CH:30]=[CH:31][CH:32]=2)[NH2:29])=[CH:3][C:4]=1[N+:14]([O-:16])=[O:15])(=[O:10])=[O:9])([CH3:13])[CH3:12]. The yield is 0.600. (2) The reactants are [NH2:1][C:2]1[CH2:6][CH2:5][C@@H:4]([CH3:7])[C:3]=1[C:8]([O:10]CC)=O.C([O-])=O.[NH4+].[CH:17]([NH2:19])=O. No catalyst specified. The product is [CH3:7][C@H:4]1[C:3]2[C:8]([OH:10])=[N:19][CH:17]=[N:1][C:2]=2[CH2:6][CH2:5]1. The yield is 0.650.